Dataset: NCI-60 drug combinations with 297,098 pairs across 59 cell lines. Task: Regression. Given two drug SMILES strings and cell line genomic features, predict the synergy score measuring deviation from expected non-interaction effect. (1) Drug 1: C1=NC2=C(N=C(N=C2N1C3C(C(C(O3)CO)O)F)Cl)N. Drug 2: CCC1=C2CN3C(=CC4=C(C3=O)COC(=O)C4(CC)O)C2=NC5=C1C=C(C=C5)O. Cell line: EKVX. Synergy scores: CSS=6.24, Synergy_ZIP=-3.43, Synergy_Bliss=-3.39, Synergy_Loewe=-17.3, Synergy_HSA=-4.26. (2) Drug 1: COC1=NC(=NC2=C1N=CN2C3C(C(C(O3)CO)O)O)N. Drug 2: C1CN(P(=O)(OC1)NCCCl)CCCl. Cell line: MDA-MB-231. Synergy scores: CSS=-0.389, Synergy_ZIP=-1.35, Synergy_Bliss=-3.40, Synergy_Loewe=-4.61, Synergy_HSA=-4.20. (3) Drug 1: CCCCC(=O)OCC(=O)C1(CC(C2=C(C1)C(=C3C(=C2O)C(=O)C4=C(C3=O)C=CC=C4OC)O)OC5CC(C(C(O5)C)O)NC(=O)C(F)(F)F)O. Drug 2: CN(CCCl)CCCl.Cl. Cell line: HCT-15. Synergy scores: CSS=56.9, Synergy_ZIP=-2.95, Synergy_Bliss=-0.547, Synergy_Loewe=-0.202, Synergy_HSA=0.362. (4) Drug 1: C1CN1C2=NC(=NC(=N2)N3CC3)N4CC4. Drug 2: CC1C(C(CC(O1)OC2CC(OC(C2O)C)OC3=CC4=CC5=C(C(=O)C(C(C5)C(C(=O)C(C(C)O)O)OC)OC6CC(C(C(O6)C)O)OC7CC(C(C(O7)C)O)OC8CC(C(C(O8)C)O)(C)O)C(=C4C(=C3C)O)O)O)O. Cell line: HCT-15. Synergy scores: CSS=31.3, Synergy_ZIP=-7.37, Synergy_Bliss=-1.75, Synergy_Loewe=-4.56, Synergy_HSA=1.10. (5) Drug 1: CC1C(C(=O)NC(C(=O)N2CCCC2C(=O)N(CC(=O)N(C(C(=O)O1)C(C)C)C)C)C(C)C)NC(=O)C3=C4C(=C(C=C3)C)OC5=C(C(=O)C(=C(C5=N4)C(=O)NC6C(OC(=O)C(N(C(=O)CN(C(=O)C7CCCN7C(=O)C(NC6=O)C(C)C)C)C)C(C)C)C)N)C. Drug 2: C1=NC(=NC(=O)N1C2C(C(C(O2)CO)O)O)N. Cell line: NCI/ADR-RES. Synergy scores: CSS=2.35, Synergy_ZIP=-1.98, Synergy_Bliss=0.223, Synergy_Loewe=-3.35, Synergy_HSA=-2.44. (6) Synergy scores: CSS=-1.37, Synergy_ZIP=1.65, Synergy_Bliss=-0.972, Synergy_Loewe=-2.51, Synergy_HSA=-3.26. Drug 1: CCCS(=O)(=O)NC1=C(C(=C(C=C1)F)C(=O)C2=CNC3=C2C=C(C=N3)C4=CC=C(C=C4)Cl)F. Cell line: SN12C. Drug 2: N.N.Cl[Pt+2]Cl.